From a dataset of Full USPTO retrosynthesis dataset with 1.9M reactions from patents (1976-2016). Predict the reactants needed to synthesize the given product. (1) Given the product [O:1]([C:8]1[CH:9]=[CH:10][C:11]([NH:14][C:15]2[CH:16]=[C:17]([NH:21][CH:22]3[CH2:27][CH2:26][CH2:25][NH:24][CH2:23]3)[N:18]=[CH:19][N:20]=2)=[CH:12][CH:13]=1)[C:2]1[CH:7]=[CH:6][CH:5]=[CH:4][CH:3]=1, predict the reactants needed to synthesize it. The reactants are: [O:1]([C:8]1[CH:13]=[CH:12][C:11]([NH:14][C:15]2[N:20]=[CH:19][N:18]=[C:17]([NH:21][CH:22]3[CH2:27][CH2:26][CH2:25][N:24](C(OC(C)(C)C)=O)[CH2:23]3)[CH:16]=2)=[CH:10][CH:9]=1)[C:2]1[CH:7]=[CH:6][CH:5]=[CH:4][CH:3]=1.C(O)(C(F)(F)F)=O. (2) Given the product [C:3]([O:7][CH2:8][C:9]1[CH:10]=[C:11]([C:15]2[CH:16]=[CH:17][C:18]([NH2:21])=[N:19][CH:20]=2)[CH:12]=[CH:13][CH:14]=1)([CH3:6])([CH3:4])[CH3:5], predict the reactants needed to synthesize it. The reactants are: [OH-].[Na+].[C:3]([O:7][CH2:8][C:9]1[CH:10]=[C:11]([C:15]2[CH:16]=[CH:17][C:18]([NH:21]C(=O)C)=[N:19][CH:20]=2)[CH:12]=[CH:13][CH:14]=1)([CH3:6])([CH3:5])[CH3:4]. (3) Given the product [CH2:1]([N:8]1[CH2:12][C@@H:11]([C:13]2[CH:14]=[CH:15][C:16]([F:19])=[CH:17][CH:18]=2)[C@H:10]([NH:20][CH2:21][CH3:22])[CH2:9]1)[C:2]1[CH:3]=[CH:4][CH:5]=[CH:6][CH:7]=1, predict the reactants needed to synthesize it. The reactants are: [CH2:1]([N:8]1[CH2:12][CH:11]([C:13]2[CH:18]=[CH:17][C:16]([F:19])=[CH:15][CH:14]=2)[CH:10]([NH2:20])[CH2:9]1)[C:2]1[CH:7]=[CH:6][CH:5]=[CH:4][CH:3]=1.[CH:21](=O)[CH3:22].C(O[BH-](OC(=O)C)OC(=O)C)(=O)C.[Na+].C([O-])([O-])=O.[Na+].[Na+]. (4) Given the product [CH:1]1[C:13]2[NH:12][C:11]3[C:6](=[CH:7][CH:8]=[CH:9][CH:10]=3)[C:5]=2[CH:4]=[C:3]([C:14]([OH:16])=[O:15])[N:2]=1, predict the reactants needed to synthesize it. The reactants are: [CH:1]1[C:13]2[NH:12][C:11]3[C:6](=[CH:7][CH:8]=[CH:9][CH:10]=3)[C:5]=2[CH:4]=[C:3]([C:14]([O:16]CC)=[O:15])[N:2]=1.[OH-].[Na+].C(O)C. (5) Given the product [CH3:28][O:27][N:26]([CH3:25])[C:13]([C:11]1[N:10]=[C:9]([C:16]2[CH:21]=[CH:20][C:19]([Cl:22])=[CH:18][C:17]=2[Cl:23])[N:8]([C:5]2[CH:4]=[CH:3][C:2]([Cl:1])=[CH:7][CH:6]=2)[CH:12]=1)=[O:15], predict the reactants needed to synthesize it. The reactants are: [Cl:1][C:2]1[CH:7]=[CH:6][C:5]([N:8]2[CH:12]=[C:11]([C:13]([OH:15])=O)[N:10]=[C:9]2[C:16]2[CH:21]=[CH:20][C:19]([Cl:22])=[CH:18][C:17]=2[Cl:23])=[CH:4][CH:3]=1.Cl.[CH3:25][NH:26][O:27][CH3:28].CCCP1(OP(CCC)(=O)OP(CCC)(=O)O1)=O. (6) Given the product [F:22][C:20]1[CH:21]=[CH:8][C:9]2[NH:10][C:11]3[C:16]([C:18]=2[CH:19]=1)=[CH:15][C:14]([F:17])=[CH:13][CH:12]=3, predict the reactants needed to synthesize it. The reactants are: C(=O)([O-])[O-].[K+].[K+].Cl[C:8]1[CH:21]=[C:20]([F:22])[CH:19]=[CH:18][C:9]=1[NH:10][C:11]1[CH:16]=[CH:15][C:14]([F:17])=[CH:13][CH:12]=1.F[B-](F)(F)F.C1([PH+](C2CCCCC2)C2CCCCC2)CCCCC1.